Dataset: NCI-60 drug combinations with 297,098 pairs across 59 cell lines. Task: Regression. Given two drug SMILES strings and cell line genomic features, predict the synergy score measuring deviation from expected non-interaction effect. (1) Drug 1: CCCS(=O)(=O)NC1=C(C(=C(C=C1)F)C(=O)C2=CNC3=C2C=C(C=N3)C4=CC=C(C=C4)Cl)F. Drug 2: CC12CCC3C(C1CCC2OP(=O)(O)O)CCC4=C3C=CC(=C4)OC(=O)N(CCCl)CCCl.[Na+]. Cell line: HL-60(TB). Synergy scores: CSS=5.02, Synergy_ZIP=3.60, Synergy_Bliss=0.132, Synergy_Loewe=-10.8, Synergy_HSA=-10.2. (2) Drug 1: CC1C(C(=O)NC(C(=O)N2CCCC2C(=O)N(CC(=O)N(C(C(=O)O1)C(C)C)C)C)C(C)C)NC(=O)C3=C4C(=C(C=C3)C)OC5=C(C(=O)C(=C(C5=N4)C(=O)NC6C(OC(=O)C(N(C(=O)CN(C(=O)C7CCCN7C(=O)C(NC6=O)C(C)C)C)C)C(C)C)C)N)C. Drug 2: CN1C2=C(C=C(C=C2)N(CCCl)CCCl)N=C1CCCC(=O)O.Cl. Cell line: OVCAR3. Synergy scores: CSS=28.2, Synergy_ZIP=4.84, Synergy_Bliss=7.17, Synergy_Loewe=-11.7, Synergy_HSA=3.49.